From a dataset of Full USPTO retrosynthesis dataset with 1.9M reactions from patents (1976-2016). Predict the reactants needed to synthesize the given product. (1) Given the product [CH2:1]([C:8]1[CH:13]=[CH:12][C:11]([C:14]2[O:18][N:17]=[C:16]([C:19]3[CH:20]=[C:21]([CH2:24][N:25]4[CH2:26][CH:27]([C:29]([OH:31])=[O:30])[CH2:28]4)[S:22][CH:23]=3)[N:15]=2)=[CH:10][CH:9]=1)[C:2]1[CH:3]=[CH:4][CH:5]=[CH:6][CH:7]=1, predict the reactants needed to synthesize it. The reactants are: [CH2:1]([C:8]1[CH:13]=[CH:12][C:11]([C:14]2[O:18][N:17]=[C:16]([C:19]3[CH:20]=[C:21]([CH2:24][N:25]4[CH2:28][CH:27]([C:29]([O:31]CC)=[O:30])[CH2:26]4)[S:22][CH:23]=3)[N:15]=2)=[CH:10][CH:9]=1)[C:2]1[CH:7]=[CH:6][CH:5]=[CH:4][CH:3]=1.[OH-].[Na+]. (2) Given the product [Cl:1][C:2]1[C:3]2[CH:14]=[CH:13][C:12](=[O:15])[N:11]([C:16]3[C:21]([F:22])=[CH:20][CH:19]=[CH:18][C:17]=3[F:23])[C:4]=2[N:5]=[C:6]([N:34]2[CH2:35][CH2:36][CH:31]([N:28]3[CH2:29][CH2:30][CH:25]([CH3:24])[CH2:26][CH2:27]3)[CH2:32][CH2:33]2)[N:7]=1, predict the reactants needed to synthesize it. The reactants are: [Cl:1][C:2]1[C:3]2[CH:14]=[CH:13][C:12](=[O:15])[N:11]([C:16]3[C:21]([F:22])=[CH:20][CH:19]=[CH:18][C:17]=3[F:23])[C:4]=2[N:5]=[C:6](S(C)=O)[N:7]=1.[CH3:24][CH:25]1[CH2:30][CH2:29][N:28]([CH:31]2[CH2:36][CH2:35][NH:34][CH2:33][CH2:32]2)[CH2:27][CH2:26]1.C(N(CC)CC)C.